Dataset: NCI-60 drug combinations with 297,098 pairs across 59 cell lines. Task: Regression. Given two drug SMILES strings and cell line genomic features, predict the synergy score measuring deviation from expected non-interaction effect. (1) Drug 1: CC(C1=C(C=CC(=C1Cl)F)Cl)OC2=C(N=CC(=C2)C3=CN(N=C3)C4CCNCC4)N. Drug 2: CCC(=C(C1=CC=CC=C1)C2=CC=C(C=C2)OCCN(C)C)C3=CC=CC=C3.C(C(=O)O)C(CC(=O)O)(C(=O)O)O. Cell line: SR. Synergy scores: CSS=82.5, Synergy_ZIP=12.3, Synergy_Bliss=9.78, Synergy_Loewe=-13.0, Synergy_HSA=8.36. (2) Drug 1: C1=CC(=CC=C1CCC2=CNC3=C2C(=O)NC(=N3)N)C(=O)NC(CCC(=O)O)C(=O)O. Drug 2: CC(C)(C#N)C1=CC(=CC(=C1)CN2C=NC=N2)C(C)(C)C#N. Cell line: RPMI-8226. Synergy scores: CSS=42.2, Synergy_ZIP=4.99, Synergy_Bliss=2.89, Synergy_Loewe=-11.6, Synergy_HSA=1.40. (3) Drug 1: CCCS(=O)(=O)NC1=C(C(=C(C=C1)F)C(=O)C2=CNC3=C2C=C(C=N3)C4=CC=C(C=C4)Cl)F. Drug 2: COC1=C2C(=CC3=C1OC=C3)C=CC(=O)O2. Cell line: NCI-H322M. Synergy scores: CSS=-0.0940, Synergy_ZIP=4.13, Synergy_Bliss=3.76, Synergy_Loewe=-1.96, Synergy_HSA=-2.23. (4) Drug 1: CC1C(C(CC(O1)OC2CC(OC(C2O)C)OC3=CC4=CC5=C(C(=O)C(C(C5)C(C(=O)C(C(C)O)O)OC)OC6CC(C(C(O6)C)O)OC7CC(C(C(O7)C)O)OC8CC(C(C(O8)C)O)(C)O)C(=C4C(=C3C)O)O)O)O. Drug 2: CCC1(C2=C(COC1=O)C(=O)N3CC4=CC5=C(C=CC(=C5CN(C)C)O)N=C4C3=C2)O.Cl. Cell line: UO-31. Synergy scores: CSS=44.5, Synergy_ZIP=-3.71, Synergy_Bliss=2.17, Synergy_Loewe=-7.62, Synergy_HSA=1.74. (5) Drug 1: CC1=C(C(CCC1)(C)C)C=CC(=CC=CC(=CC(=O)O)C)C. Drug 2: C1CN(P(=O)(OC1)NCCCl)CCCl. Cell line: COLO 205. Synergy scores: CSS=-2.45, Synergy_ZIP=2.24, Synergy_Bliss=-8.82, Synergy_Loewe=-3.97, Synergy_HSA=-7.13. (6) Drug 1: C1=NC2=C(N=C(N=C2N1C3C(C(C(O3)CO)O)O)F)N. Drug 2: CC1CCC2CC(C(=CC=CC=CC(CC(C(=O)C(C(C(=CC(C(=O)CC(OC(=O)C3CCCCN3C(=O)C(=O)C1(O2)O)C(C)CC4CCC(C(C4)OC)O)C)C)O)OC)C)C)C)OC. Cell line: MALME-3M. Synergy scores: CSS=-0.582, Synergy_ZIP=0.633, Synergy_Bliss=1.01, Synergy_Loewe=-6.50, Synergy_HSA=-4.83.